This data is from CYP2C19 inhibition data for predicting drug metabolism from PubChem BioAssay. The task is: Regression/Classification. Given a drug SMILES string, predict its absorption, distribution, metabolism, or excretion properties. Task type varies by dataset: regression for continuous measurements (e.g., permeability, clearance, half-life) or binary classification for categorical outcomes (e.g., BBB penetration, CYP inhibition). Dataset: cyp2c19_veith. (1) The compound is COC(=O)c1ccc(OCC2c3cc(OC)c(OC)cc3CCN2C(=O)c2ccco2)cc1. The result is 1 (inhibitor). (2) The result is 0 (non-inhibitor). The molecule is N#CCCn1c(=O)c(-c2cccs2)nc2cnc(OCc3ccccc3)nc21. (3) The compound is CCCCCCCOC1(c2ccccc2)OC(=O)c2ccccc21. The result is 1 (inhibitor). (4) The compound is COc1ccc(S(=O)(=O)N2CC3C4C=CC(C4)C3C2)cc1. The result is 1 (inhibitor).